This data is from hERG potassium channel inhibition data for cardiac toxicity prediction from Karim et al.. The task is: Regression/Classification. Given a drug SMILES string, predict its toxicity properties. Task type varies by dataset: regression for continuous values (e.g., LD50, hERG inhibition percentage) or binary classification for toxic/non-toxic outcomes (e.g., AMES mutagenicity, cardiotoxicity, hepatotoxicity). Dataset: herg_karim. The drug is CN1CC2CC(N(Cc3cccc(OC(F)(F)F)c3)C(=O)c3cn(C)cn3)CC2C1. The result is 1 (blocker).